From a dataset of Reaction yield outcomes from USPTO patents with 853,638 reactions. Predict the reaction yield, written as a fraction of the theoretical maximum amount of product (1.0 means a 100% yield; for example, 0.34 means a 34% yield). (1) The reactants are [N:1]1[C:8](Cl)=[N:7][C:5](Cl)=[N:4][C:2]=1Cl.C([N:13](CC)[CH:14]([CH3:16])[CH3:15])(C)C.[F:19][C:20]1C=C(C=[CH:26][C:27]=1N)OC.[CH:29]1([NH2:36])[CH2:35][CH2:34][CH2:33][CH2:32][CH2:31][CH2:30]1.[CH3:37][N:38]1[CH2:43][CH2:42][CH:41]([NH:44][CH3:45])[CH2:40][CH2:39]1.[C:46](=[O:49])(O)[O-].[Na+]. The catalyst is O1CCOCC1.CC#N.[Cl-].[Na+].O. The product is [CH:29]1([NH:36][C:2]2[N:4]=[C:5]([NH:13][C:14]3[CH:15]=[CH:26][C:27]([O:49][CH3:46])=[C:20]([F:19])[CH:16]=3)[N:7]=[C:8]([N:44]([CH3:45])[CH:41]3[CH2:42][CH2:43][N:38]([CH3:37])[CH2:39][CH2:40]3)[N:1]=2)[CH2:35][CH2:34][CH2:33][CH2:32][CH2:31][CH2:30]1. The yield is 0.280. (2) The reactants are [C:1]([O:5][C:6]([N:8]1[CH2:15][CH:14]2[N:16]([C:17]([O:19][C:20]([CH3:23])([CH3:22])[CH3:21])=[O:18])[CH:10]([CH2:11][C:12]([C:39]3[S:40][CH:41]=[C:42]([CH2:44][CH2:45][CH2:46][O:47][Si](C(C)(C)C)(C)C)[N:43]=3)=[C:13]2[C:24](=[O:38])[N:25]([CH:35]2[CH2:37][CH2:36]2)[CH2:26][C:27]2[CH:32]=[CH:31][CH:30]=[C:29]([Cl:33])[C:28]=2[Cl:34])[CH2:9]1)=[O:7])([CH3:4])([CH3:3])[CH3:2].CCCC[N+](CCCC)(CCCC)CCCC.[F-]. The catalyst is C1COCC1.CCOC(C)=O. The product is [C:1]([O:5][C:6]([N:8]1[CH2:15][CH:14]2[N:16]([C:17]([O:19][C:20]([CH3:23])([CH3:22])[CH3:21])=[O:18])[CH:10]([CH2:11][C:12]([C:39]3[S:40][CH:41]=[C:42]([CH2:44][CH2:45][CH2:46][OH:47])[N:43]=3)=[C:13]2[C:24](=[O:38])[N:25]([CH:35]2[CH2:36][CH2:37]2)[CH2:26][C:27]2[CH:32]=[CH:31][CH:30]=[C:29]([Cl:33])[C:28]=2[Cl:34])[CH2:9]1)=[O:7])([CH3:4])([CH3:2])[CH3:3]. The yield is 0.960. (3) The reactants are Cl.[NH2:2][CH2:3][C:4]1[CH:5]=[C:6]2[C:10](=[CH:11][CH:12]=1)[C:9](=[O:13])[N:8]([CH:14]1[CH2:19][CH2:18][C:17](=[O:20])[NH:16][C:15]1=[O:21])[CH2:7]2.[C:22]([N:26]=[C:27]=[O:28])([CH3:25])([CH3:24])[CH3:23].C(N(CC)CC)C.O. The catalyst is CN(C)C=O. The product is [C:22]([NH:26][C:27]([NH:2][CH2:3][C:4]1[CH:5]=[C:6]2[C:10](=[CH:11][CH:12]=1)[C:9](=[O:13])[N:8]([CH:14]1[CH2:19][CH2:18][C:17](=[O:20])[NH:16][C:15]1=[O:21])[CH2:7]2)=[O:28])([CH3:25])([CH3:24])[CH3:23]. The yield is 0.400. (4) The catalyst is CO. The yield is 0.980. The reactants are [NH2:1][CH2:2][CH2:3][CH2:4][NH2:5].[CH:6]([P:8](=[O:15])([O:12][CH2:13][CH3:14])[O:9][CH2:10][CH3:11])=[CH2:7]. The product is [CH2:10]([O:9][P:8]([CH:6]([NH:1][CH2:2][CH2:3][CH2:4][NH2:5])[CH3:7])(=[O:15])[O:12][CH2:13][CH3:14])[CH3:11]. (5) The reactants are [O:1]([C:9]1[CH:10]=[CH:11][C:12]2[CH2:13][C@H:14]3[NH:26][CH2:25][CH2:24][C@:20]45[C:21]=2[C:22]=1[O:23][CH:19]4[CH:18]([O:27][Si:28]([C:31]([CH3:34])([CH3:33])[CH3:32])([CH3:30])[CH3:29])[CH:17]=[CH:16][C@@H:15]35)[Si:2]([C:5]([CH3:8])([CH3:7])[CH3:6])([CH3:4])[CH3:3].[C:35](#[N:38])[CH:36]=[CH2:37]. The catalyst is C(O)C. The product is [C:5]([Si:2]([CH3:3])([CH3:4])[O:1][C:9]1[CH:10]=[CH:11][C:12]2[CH2:13][C@H:14]3[N:26]([CH2:37][CH2:36][C:35]#[N:38])[CH2:25][CH2:24][C@:20]45[C:21]=2[C:22]=1[O:23][CH:19]4[CH:18]([O:27][Si:28]([C:31]([CH3:34])([CH3:33])[CH3:32])([CH3:29])[CH3:30])[CH:17]=[CH:16][C@@H:15]35)([CH3:7])([CH3:6])[CH3:8]. The yield is 0.900. (6) The reactants are [F:1][C:2]1[CH:7]=[C:6]([CH3:8])[CH:5]=[C:4]([F:9])[C:3]=1[F:10].[N+:11]([O-])([OH:13])=[O:12]. The catalyst is OS(O)(=O)=O. The product is [F:1][C:2]1[CH:7]=[C:6]([CH3:8])[C:5]([N+:11]([O-:13])=[O:12])=[C:4]([F:9])[C:3]=1[F:10]. The yield is 0.850.